Dataset: Full USPTO retrosynthesis dataset with 1.9M reactions from patents (1976-2016). Task: Predict the reactants needed to synthesize the given product. Given the product [C:39]([C:2]1[CH:3]=[C:4]2[C:8](=[CH:9][CH:10]=1)[N:7]([CH:11]1[CH2:16][CH2:15][CH2:14][CH2:13][O:12]1)[N:6]=[C:5]2[C:17]1[N:22]=[C:21]([O:23][C@H:24]2[CH2:31][N:30]([C:32]([O:34][C:35]([CH3:38])([CH3:36])[CH3:37])=[O:33])[CH2:29][CH2:28][C:25]32[CH2:26][CH2:27]3)[CH:20]=[N:19][CH:18]=1)#[N:40], predict the reactants needed to synthesize it. The reactants are: Br[C:2]1[CH:3]=[C:4]2[C:8](=[CH:9][CH:10]=1)[N:7]([CH:11]1[CH2:16][CH2:15][CH2:14][CH2:13][O:12]1)[N:6]=[C:5]2[C:17]1[N:22]=[C:21]([O:23][C@H:24]2[CH2:31][N:30]([C:32]([O:34][C:35]([CH3:38])([CH3:37])[CH3:36])=[O:33])[CH2:29][CH2:28][C:25]32[CH2:27][CH2:26]3)[CH:20]=[N:19][CH:18]=1.[C:39]([Zn]C#N)#[N:40].CC(C1C=C(C(C)C)C(C2C=CC=CC=2P(C2CCCCC2)C2CCCCC2)=C(C(C)C)C=1)C.